From a dataset of Forward reaction prediction with 1.9M reactions from USPTO patents (1976-2016). Predict the product of the given reaction. (1) Given the reactants [N+:1]([C:4]1[CH:11]=[CH:10][C:7]([CH2:8]Br)=[CH:6][CH:5]=1)([O-:3])=[O:2].[C:12]1([P:18]([C:25]2[CH:30]=[CH:29][CH:28]=[CH:27][CH:26]=2)[C:19]2[CH:24]=[CH:23][CH:22]=[CH:21][CH:20]=2)[CH:17]=[CH:16][CH:15]=[CH:14][CH:13]=1, predict the reaction product. The product is: [N+:1]([C:4]1[CH:11]=[CH:10][C:7]([CH2:8][PH:18]([C:19]2[CH:20]=[CH:21][CH:22]=[CH:23][CH:24]=2)([C:25]2[CH:30]=[CH:29][CH:28]=[CH:27][CH:26]=2)[C:12]2[CH:13]=[CH:14][CH:15]=[CH:16][CH:17]=2)=[CH:6][CH:5]=1)([O-:3])=[O:2]. (2) Given the reactants [C:1]([C:3]1[CH:8]=[CH:7][C:6](B(O)O)=[CH:5][CH:4]=1)#[N:2].[C:12]([C:16]1[CH:20]=[C:19]([C:21]([O:23][CH2:24][CH3:25])=[O:22])[NH:18][N:17]=1)([CH3:15])([CH3:14])[CH3:13].N1C=CC=CC=1, predict the reaction product. The product is: [C:12]([C:16]1[CH:20]=[C:19]([C:21]([O:23][CH2:24][CH3:25])=[O:22])[N:18]([C:6]2[CH:7]=[CH:8][C:3]([C:1]#[N:2])=[CH:4][CH:5]=2)[N:17]=1)([CH3:15])([CH3:13])[CH3:14]. (3) Given the reactants [Cl:1][C:2]1[N:7]=[C:6](Cl)[CH:5]=[CH:4][N:3]=1.C(N(CC)CC)C.[NH:16]1[CH2:22][CH2:21][CH2:20][CH2:19][CH2:18][CH2:17]1.O, predict the reaction product. The product is: [Cl:1][C:2]1[N:7]=[C:6]([N:16]2[CH2:22][CH2:21][CH2:20][CH2:19][CH2:18][CH2:17]2)[CH:5]=[CH:4][N:3]=1. (4) Given the reactants [OH-].[Na+].CC(O)C.[N:7]1([CH2:11][CH2:12][O:13][C:14]2[CH:15]=[CH:16][C:17]([OH:39])=[C:18]([CH:38]=2)[C:19]([NH:21][C:22]2[CH:31]=[C:30]([C:32]3[CH:37]=[CH:36][CH:35]=[CH:34][CH:33]=3)[CH:29]=[CH:28][C:23]=2[C:24]([O:26]C)=[O:25])=[O:20])[CH2:10][CH2:9][CH2:8]1.[ClH:40], predict the reaction product. The product is: [ClH:40].[N:7]1([CH2:11][CH2:12][O:13][C:14]2[CH:15]=[CH:16][C:17]([OH:39])=[C:18]([CH:38]=2)[C:19]([NH:21][C:22]2[CH:31]=[C:30]([C:32]3[CH:37]=[CH:36][CH:35]=[CH:34][CH:33]=3)[CH:29]=[CH:28][C:23]=2[C:24]([OH:26])=[O:25])=[O:20])[CH2:10][CH2:9][CH2:8]1. (5) Given the reactants C([O:3][C:4](=[O:37])[CH2:5][N:6]1[C:14]2[C:9](=[CH:10][CH:11]=[C:12]([O:15][CH2:16][CH2:17][C:18]3[C:19]([CH:34]4[CH2:36][CH2:35]4)=[N:20][C:21]([C:24]4[CH:29]=[CH:28][C:27]([C:30]([F:33])([F:32])[F:31])=[CH:26][CH:25]=4)=[N:22][CH:23]=3)[CH:13]=2)[CH:8]=[CH:7]1)C.[Li+].[OH-], predict the reaction product. The product is: [CH:34]1([C:19]2[C:18]([CH2:17][CH2:16][O:15][C:12]3[CH:13]=[C:14]4[C:9]([CH:8]=[CH:7][N:6]4[CH2:5][C:4]([OH:37])=[O:3])=[CH:10][CH:11]=3)=[CH:23][N:22]=[C:21]([C:24]3[CH:25]=[CH:26][C:27]([C:30]([F:33])([F:31])[F:32])=[CH:28][CH:29]=3)[N:20]=2)[CH2:36][CH2:35]1. (6) The product is: [CH2:51]([NH:1][C:2]1[C:29]([C:30]2[CH:35]=[CH:34][C:33]([O:36][CH3:37])=[C:32]([CH:31]=2)[C:38]([NH:39][C:40]2([C:43]3[N:44]=[CH:45][CH:46]=[CH:47][N:48]=3)[CH2:42][CH2:41]2)=[O:49])=[CH:28][C:5]2[C:6]([C:16]3[NH:17][CH:18]=[CH:19][N:20]=3)=[C:7]([C:9]3[CH:10]=[CH:11][C:12]([F:15])=[CH:13][CH:14]=3)[O:8][C:4]=2[CH:3]=1)[CH3:52]. Given the reactants [NH2:1][C:2]1[C:29]([C:30]2[CH:35]=[CH:34][C:33]([O:36][CH3:37])=[C:32]([C:38](=[O:49])[NH:39][C:40]3([C:43]4[N:48]=[CH:47][CH:46]=[CH:45][N:44]=4)[CH2:42][CH2:41]3)[CH:31]=2)=[CH:28][C:5]2[C:6]([C:16]3[N:17](C(OC(C)(C)C)=O)[CH:18]=[CH:19][N:20]=3)=[C:7]([C:9]3[CH:14]=[CH:13][C:12]([F:15])=[CH:11][CH:10]=3)[O:8][C:4]=2[CH:3]=1.N[C:51]1C(C2C=CC(OC)=C(C=2)C(NC2(C3N=CC=CN=3)CC2)=O)=CC2C(C3NC=CN=3)=C(C3C=CC(F)=CC=3)OC=2[CH:52]=1.C(=O)C.C([BH3-])#N.[Na+], predict the reaction product. (7) Given the reactants [Cl:1][C:2]1[CH:3]=[C:4]([C:12]2[O:16][N:15]=[C:14]([C:17]3[CH:22]=[CH:21][C:20]([O:23]C(C)C)=[C:19]([I:27])[CH:18]=3)[N:13]=2)[CH:5]=[CH:6][C:7]=1[O:8][CH2:9][CH2:10][CH3:11].B(Cl)(Cl)Cl, predict the reaction product. The product is: [Cl:1][C:2]1[CH:3]=[C:4]([C:12]2[O:16][N:15]=[C:14]([C:17]3[CH:22]=[CH:21][C:20]([OH:23])=[C:19]([I:27])[CH:18]=3)[N:13]=2)[CH:5]=[CH:6][C:7]=1[O:8][CH2:9][CH2:10][CH3:11]. (8) Given the reactants [Cl:1][C:2]1[N:7]=[C:6](Cl)[C:5]([C:9]([O:11][CH2:12][CH3:13])=[O:10])=[C:4]([CH2:14][N:15]2[C:23](=[O:24])[C:22]3[C:17](=[CH:18][CH:19]=[CH:20][CH:21]=3)[C:16]2=[O:25])[N:3]=1.[NH2:26][C:27]1[CH:32]=[CH:31][CH:30]=[C:29]([CH3:33])[CH:28]=1.C(N(CC)C(C)C)(C)C.C([O-])(O)=O.[Na+], predict the reaction product. The product is: [Cl:1][C:2]1[N:3]=[C:4]([CH2:14][N:15]2[C:23](=[O:24])[C:22]3[C:17](=[CH:18][CH:19]=[CH:20][CH:21]=3)[C:16]2=[O:25])[C:5]([C:9]([O:11][CH2:12][CH3:13])=[O:10])=[C:6]([NH:26][C:27]2[CH:28]=[C:29]([CH3:33])[CH:30]=[CH:31][CH:32]=2)[N:7]=1.